From a dataset of Reaction yield outcomes from USPTO patents with 853,638 reactions. Predict the reaction yield, written as a fraction of the theoretical maximum amount of product (1.0 means a 100% yield; for example, 0.34 means a 34% yield). (1) The reactants are [CH2:1]([C:3]1([CH2:18][C:19]([NH2:21])=O)[C:8]2[NH:9][C:10]3[C:15]([C:7]=2[CH2:6][CH2:5][O:4]1)=[CH:14][CH:13]=[CH:12][C:11]=3[CH2:16][CH3:17])[CH3:2].[H-].[H-].[H-].[H-].[Li+].[Al+3]. The catalyst is C1COCC1. The product is [CH2:1]([C:3]1([CH2:18][CH:19]=[NH:21])[C:8]2[NH:9][C:10]3[C:15]([C:7]=2[CH2:6][CH2:5][O:4]1)=[CH:14][CH:13]=[CH:12][C:11]=3[CH2:16][CH3:17])[CH3:2]. The yield is 0.360. (2) The reactants are [I-].C[S+](C)C.[Li][CH2:7]CCC.[CH2:11]([C@H:19]1[CH2:21][O:20]1)[CH2:12][C:13]1[CH:18]=[CH:17][CH:16]=[CH:15][CH:14]=1.O. The catalyst is C1COCC1. The product is [C:13]1([CH2:12][CH2:11][C@H:19]([OH:20])[CH:21]=[CH2:7])[CH:18]=[CH:17][CH:16]=[CH:15][CH:14]=1. The yield is 0.660. (3) The reactants are S(=O)(=O)(O)O.[NH2:6][CH2:7][C:8]#[N:9].[C:10]([C:18]1C=CC=CC=1)(=O)[C:11]1C=CC=C[CH:12]=1.[CH3:24]CN(C(C)C)C(C)C. The catalyst is ClCCl. The product is [N:9]1[C:8]2[CH:18]=[CH:10][CH:11]=[CH:12][C:7]=2[NH:6][CH:24]=1. The yield is 0.820. (4) The reactants are [F:1][C:2]1[CH:7]=[CH:6][CH:5]=[C:4]([F:8])[C:3]=1[N:9]1[C:14]2[N:15]=[C:16](S(C)=O)[N:17]=[C:18]([C:19]3[CH:20]=[C:21]([CH:28]=[CH:29][C:30]=3[CH3:31])[C:22]([NH:24][CH2:25][CH2:26][CH3:27])=[O:23])[C:13]=2[CH2:12][NH:11][C:10]1=[O:35].[CH2:36]([N:40]([CH2:45][CH2:46][CH2:47][CH3:48])[CH2:41][CH2:42][CH2:43][NH2:44])[CH2:37][CH2:38][CH3:39]. The catalyst is C(Cl)Cl. The product is [CH2:36]([N:40]([CH2:45][CH2:46][CH2:47][CH3:48])[CH2:41][CH2:42][CH2:43][NH:44][C:16]1[N:17]=[C:18]([C:19]2[CH:20]=[C:21]([CH:28]=[CH:29][C:30]=2[CH3:31])[C:22]([NH:24][CH2:25][CH2:26][CH3:27])=[O:23])[C:13]2[CH2:12][NH:11][C:10](=[O:35])[N:9]([C:3]3[C:2]([F:1])=[CH:7][CH:6]=[CH:5][C:4]=3[F:8])[C:14]=2[N:15]=1)[CH2:37][CH2:38][CH3:39]. The yield is 0.830. (5) The reactants are Cl[C:2]1[N:6]([CH:7]([CH3:9])[CH3:8])[N:5]=[CH:4][C:3]=1[N+:10]([O-:12])=[O:11].[NH:13]1[CH2:18][CH2:17][CH:16]([CH2:19][NH:20][C:21](=[O:27])[O:22][C:23]([CH3:26])([CH3:25])[CH3:24])[CH2:15][CH2:14]1. No catalyst specified. The product is [CH:7]([N:6]1[C:2]([N:13]2[CH2:18][CH2:17][CH:16]([CH2:19][NH:20][C:21](=[O:27])[O:22][C:23]([CH3:25])([CH3:24])[CH3:26])[CH2:15][CH2:14]2)=[C:3]([N+:10]([O-:12])=[O:11])[CH:4]=[N:5]1)([CH3:9])[CH3:8]. The yield is 0.920. (6) The yield is 0.778. The catalyst is CN(C)C=O.O. The product is [F:1][C:2]1[CH:7]=[C:6]([I:8])[CH:5]=[CH:4][C:3]=1[N:9]1[C:14]([N:15]=[CH:16][N:17]([CH3:18])[CH3:19])=[CH:13][C:12](=[O:20])[N:11]([CH2:39][C:38]2[CH:41]=[CH:42][C:35]([O:34][CH3:33])=[CH:36][CH:37]=2)[C:10]1=[O:21]. The reactants are [F:1][C:2]1[CH:7]=[C:6]([I:8])[CH:5]=[CH:4][C:3]=1[N:9]1[C:14]([N:15]=[CH:16][N:17]([CH3:19])[CH3:18])=[CH:13][C:12](=[O:20])[NH:11][C:10]1=[O:21].N12CCCN=C1CCCCC2.[CH3:33][O:34][C:35]1[CH:42]=[CH:41][C:38]([CH2:39]Cl)=[CH:37][CH:36]=1.C(O)(C)C. (7) The reactants are [OH:1][C:2]1[CH:3]=[C:4]([CH:6]=[CH:7][CH:8]=1)[NH2:5].CC(C)([O-])C.[K+].Cl[C:16]1[CH:21]=[CH:20][N:19]=[C:18]([NH2:22])[C:17]=1[N+:23]([O-:25])=[O:24]. The catalyst is CN(C=O)C. The product is [NH2:5][C:4]1[CH:3]=[C:2]([CH:8]=[CH:7][CH:6]=1)[O:1][C:16]1[CH:21]=[CH:20][N:19]=[C:18]([NH2:22])[C:17]=1[N+:23]([O-:25])=[O:24]. The yield is 0.800.